This data is from NCI-60 drug combinations with 297,098 pairs across 59 cell lines. The task is: Regression. Given two drug SMILES strings and cell line genomic features, predict the synergy score measuring deviation from expected non-interaction effect. Drug 1: CS(=O)(=O)C1=CC(=C(C=C1)C(=O)NC2=CC(=C(C=C2)Cl)C3=CC=CC=N3)Cl. Drug 2: C1=NNC2=C1C(=O)NC=N2. Cell line: SF-268. Synergy scores: CSS=-3.13, Synergy_ZIP=3.22, Synergy_Bliss=3.80, Synergy_Loewe=-2.70, Synergy_HSA=-1.15.